This data is from NCI-60 drug combinations with 297,098 pairs across 59 cell lines. The task is: Regression. Given two drug SMILES strings and cell line genomic features, predict the synergy score measuring deviation from expected non-interaction effect. (1) Drug 1: C1=NC2=C(N=C(N=C2N1C3C(C(C(O3)CO)O)O)F)N. Drug 2: C1=CC=C(C=C1)NC(=O)CCCCCCC(=O)NO. Cell line: SF-295. Synergy scores: CSS=10.8, Synergy_ZIP=-1.38, Synergy_Bliss=2.48, Synergy_Loewe=-1.75, Synergy_HSA=0.621. (2) Drug 1: CC(CN1CC(=O)NC(=O)C1)N2CC(=O)NC(=O)C2. Drug 2: CN(C)C1=NC(=NC(=N1)N(C)C)N(C)C. Cell line: SK-MEL-2. Synergy scores: CSS=27.6, Synergy_ZIP=6.29, Synergy_Bliss=6.56, Synergy_Loewe=-5.88, Synergy_HSA=3.61. (3) Drug 1: C1CCC(C1)C(CC#N)N2C=C(C=N2)C3=C4C=CNC4=NC=N3. Drug 2: CC1=C(C=C(C=C1)NC(=O)C2=CC=C(C=C2)CN3CCN(CC3)C)NC4=NC=CC(=N4)C5=CN=CC=C5. Cell line: HT29. Synergy scores: CSS=-12.5, Synergy_ZIP=2.54, Synergy_Bliss=-6.73, Synergy_Loewe=-13.6, Synergy_HSA=-12.0.